From a dataset of Forward reaction prediction with 1.9M reactions from USPTO patents (1976-2016). Predict the product of the given reaction. (1) Given the reactants C([Si](C)(C)[N:6]1[C:10]2=[N:11][CH:12]=[C:13]([C:15]([OH:17])=[O:16])[CH:14]=[C:9]2[CH2:8][CH2:7]1)(C)(C)C.C(C1C(=O)C(Cl)=C(Cl)C(=O)C=1C#N)#N.N1C2C(=CC=CC=2)C=N1, predict the reaction product. The product is: [NH:6]1[C:10]2=[N:11][CH:12]=[C:13]([C:15]([OH:17])=[O:16])[CH:14]=[C:9]2[CH:8]=[CH:7]1. (2) Given the reactants [NH2:1][C:2]1[CH:3]=[C:4]([NH:10][C:11]([C:13]2[CH:18]=[CH:17][C:16]([C:19]3[CH:24]=[CH:23][CH:22]=[CH:21][CH:20]=3)=[CH:15][CH:14]=2)=[O:12])[CH:5]=[CH:6][C:7]=1[O:8][CH3:9].[Cl:25][CH:26]([CH3:30])[C:27](Cl)=[O:28], predict the reaction product. The product is: [Cl:25][CH:26]([CH3:30])[C:27]([NH:1][C:2]1[CH:3]=[C:4]([NH:10][C:11]([C:13]2[CH:18]=[CH:17][C:16]([C:19]3[CH:24]=[CH:23][CH:22]=[CH:21][CH:20]=3)=[CH:15][CH:14]=2)=[O:12])[CH:5]=[CH:6][C:7]=1[O:8][CH3:9])=[O:28]. (3) Given the reactants [Cl:1][C:2]1[CH:3]=[CH:4][C:5]([O:18][CH:19]([F:21])[F:20])=[C:6]([C:8]2[C:13]([O:14][CH3:15])=[CH:12][N:11]=[C:10]([O:16]C)[CH:9]=2)[CH:7]=1.Br.[NH+]1C=CC=CC=1, predict the reaction product. The product is: [Cl:1][C:2]1[CH:3]=[CH:4][C:5]([O:18][CH:19]([F:21])[F:20])=[C:6]([C:8]2[C:13]([O:14][CH3:15])=[CH:12][NH:11][C:10](=[O:16])[CH:9]=2)[CH:7]=1. (4) Given the reactants [Br:1][C:2]1[CH:3]=[CH:4][C:5](F)=[C:6]([CH:9]=1)[CH:7]=[O:8].[CH3:11][O:12][C:13]1[CH:18]=[C:17]([CH3:19])[CH:16]=[CH:15][C:14]=1[OH:20].C(=O)([O-])[O-].[Cs+].[Cs+].O, predict the reaction product. The product is: [Br:1][C:2]1[CH:3]=[CH:4][C:5]([O:20][C:14]2[CH:15]=[CH:16][C:17]([CH3:19])=[CH:18][C:13]=2[O:12][CH3:11])=[C:6]([CH:9]=1)[CH:7]=[O:8]. (5) Given the reactants C(=O)([O-])[O-].[K+].[K+].[Cl:7][C:8]1[CH:9]=[C:10]([CH:28]=[CH:29][C:30]=1[C:31]#[N:32])[O:11][C:12]1[N:17]=[C:16](OC2C=CC(C#N)=C(Cl)C=2)[CH:15]=[CH:14][N:13]=1.[OH:33][C:34]1[CH:35]=[C:36]([C:42]#[N:43])[CH:37]=[C:38]([CH:41]=1)[C:39]#[N:40], predict the reaction product. The product is: [Cl:7][C:8]1[CH:9]=[C:10]([CH:28]=[CH:29][C:30]=1[C:31]#[N:32])[O:11][C:12]1[N:13]=[C:14]([O:33][C:34]2[CH:41]=[C:38]([C:39]#[N:40])[CH:37]=[C:36]([CH:35]=2)[C:42]#[N:43])[CH:15]=[CH:16][N:17]=1. (6) Given the reactants [CH3:1][O:2][C:3]1[CH:8]=[CH:7][C:6]([S:9]([C:12]2[C:17]([CH2:18][C:19]3[C:27]4[C:26](=[O:28])[CH2:25][C:24]([CH3:30])([CH3:29])[CH2:23][C:22]=4[N:21]([CH2:31][C:32]([O:34]CC)=[O:33])[C:20]=3[CH3:37])=[CH:16][CH:15]=[CH:14][N:13]=2)(=[O:11])=[O:10])=[CH:5][CH:4]=1.[OH-].[Na+], predict the reaction product. The product is: [CH3:1][O:2][C:3]1[CH:4]=[CH:5][C:6]([S:9]([C:12]2[C:17]([CH2:18][C:19]3[C:27]4[C:26](=[O:28])[CH2:25][C:24]([CH3:30])([CH3:29])[CH2:23][C:22]=4[N:21]([CH2:31][C:32]([OH:34])=[O:33])[C:20]=3[CH3:37])=[CH:16][CH:15]=[CH:14][N:13]=2)(=[O:11])=[O:10])=[CH:7][CH:8]=1.